From a dataset of Full USPTO retrosynthesis dataset with 1.9M reactions from patents (1976-2016). Predict the reactants needed to synthesize the given product. (1) Given the product [Br:1][C:11]1[C:12]([CH3:15])=[C:13]([CH3:14])[C:6]2[O:5][C:4]([CH3:17])([CH3:3])[C:8](=[O:9])[C:7]=2[C:10]=1[CH3:16], predict the reactants needed to synthesize it. The reactants are: [Br:1]Br.[CH3:3][C:4]1([CH3:17])[C:8](=[O:9])[C:7]2[C:10]([CH3:16])=[CH:11][C:12]([CH3:15])=[C:13]([CH3:14])[C:6]=2[O:5]1.S([O-])([O-])=O.[Na+].[Na+]. (2) Given the product [O:18]=[C:11]1[C:12]2[C:17](=[CH:16][CH:15]=[CH:14][CH:13]=2)[N:8]2[N:7]=[C:6]([CH2:5][C:4]3[CH:3]=[C:2]([CH:22]=[CH:21][CH:20]=3)[C:23]#[N:24])[CH:19]=[C:9]2[NH:10]1, predict the reactants needed to synthesize it. The reactants are: Br[C:2]1[CH:3]=[C:4]([CH:20]=[CH:21][CH:22]=1)[CH2:5][C:6]1[CH:19]=[C:9]2[NH:10][C:11](=[O:18])[C:12]3[C:17]([N:8]2[N:7]=1)=[CH:16][CH:15]=[CH:14][CH:13]=3.[C:23]([Zn]C#N)#[N:24]. (3) The reactants are: [Br:1][C:2]1[CH:3]=[C:4]([S:9]([NH2:12])(=[O:11])=[O:10])[CH:5]=[N:6][C:7]=1Cl.[NH2:13][C:14]1[CH:19]=[CH:18][CH:17]=[CH:16][CH:15]=1.[H-].[Na+]. Given the product [Br:1][C:2]1[CH:3]=[C:4]([S:9]([NH2:12])(=[O:11])=[O:10])[CH:5]=[N:6][C:7]=1[NH:13][C:14]1[CH:19]=[CH:18][CH:17]=[CH:16][CH:15]=1, predict the reactants needed to synthesize it.